Dataset: Peptide-MHC class II binding affinity with 134,281 pairs from IEDB. Task: Regression. Given a peptide amino acid sequence and an MHC pseudo amino acid sequence, predict their binding affinity value. This is MHC class II binding data. (1) The peptide sequence is QLAFDTYQEFEEAYI. The MHC is DRB1_1302 with pseudo-sequence DRB1_1302. The binding affinity (normalized) is 0.110. (2) The peptide sequence is VEDEARRMWASAQNI. The MHC is HLA-DPA10301-DPB10402 with pseudo-sequence HLA-DPA10301-DPB10402. The binding affinity (normalized) is 0. (3) The peptide sequence is GSRSQIIGRSWDNTS. The MHC is DRB1_0101 with pseudo-sequence DRB1_0101. The binding affinity (normalized) is 0.173. (4) The peptide sequence is NSFTAPNESYKKQVT. The MHC is DRB1_1101 with pseudo-sequence DRB1_1101. The binding affinity (normalized) is 0.334.